Dataset: Reaction yield outcomes from USPTO patents with 853,638 reactions. Task: Predict the reaction yield, written as a fraction of the theoretical maximum amount of product (1.0 means a 100% yield; for example, 0.34 means a 34% yield). The reactants are Cl.[CH2:2]([NH:4][C:5]([NH:7][C:8]1[CH:13]=[CH:12][C:11]([C:14]2[N:15]=[C:16]([N:24]3[CH2:29][CH2:28][O:27][CH2:26][C@@H:25]3[CH3:30])[C:17]3[CH2:23][CH2:22][NH:21][CH2:20][C:18]=3[N:19]=2)=[CH:10][CH:9]=1)=[O:6])[CH3:3].CC1C=CC(S(O[CH2:42][C@@H:43]2[CH2:47][O:46][C:45]([CH3:49])([CH3:48])[O:44]2)(=O)=O)=CC=1.[I-].[Na+].CCN(C(C)C)C(C)C. The catalyst is CN(C=O)C. The product is [CH3:48][C:45]1([CH3:49])[O:44][C@H:43]([CH2:42][N:21]2[CH2:22][CH2:23][C:17]3[C:16]([N:24]4[CH2:29][CH2:28][O:27][CH2:26][C@@H:25]4[CH3:30])=[N:15][C:14]([C:11]4[CH:10]=[CH:9][C:8]([NH:7][C:5]([NH:4][CH2:2][CH3:3])=[O:6])=[CH:13][CH:12]=4)=[N:19][C:18]=3[CH2:20]2)[CH2:47][O:46]1. The yield is 0.640.